This data is from Forward reaction prediction with 1.9M reactions from USPTO patents (1976-2016). The task is: Predict the product of the given reaction. (1) Given the reactants [CH3:1][O:2][C:3]1[CH:18]=[CH:17][C:6]([CH2:7][NH:8][C:9]([C:11]2[C:15]([NH2:16])=[CH:14][NH:13][N:12]=2)=[O:10])=[CH:5][CH:4]=1.[O-:19][C:20]#[N:21].[Na+].O1CCCC1.CC(O)=O, predict the reaction product. The product is: [NH2:21][C:20]([NH:16][C:15]1[C:11]([C:9]([NH:8][CH2:7][C:6]2[CH:5]=[CH:4][C:3]([O:2][CH3:1])=[CH:18][CH:17]=2)=[O:10])=[N:12][NH:13][CH:14]=1)=[O:19]. (2) Given the reactants [C:1]([O:5][C:6]([NH:8][CH2:9][C:10]1[CH:11]=[C:12]([CH:17]=[CH:18][CH:19]=1)[C:13](OC)=[O:14])=[O:7])([CH3:4])([CH3:3])[CH3:2].C1(C)C=CC=CC=1.[H-].COCCO[Al+]OCCOC.[Na+].[H-].[OH-].[Na+], predict the reaction product. The product is: [OH:14][CH2:13][C:12]1[CH:11]=[C:10]([CH:19]=[CH:18][CH:17]=1)[CH2:9][NH:8][C:6](=[O:7])[O:5][C:1]([CH3:3])([CH3:4])[CH3:2]. (3) Given the reactants [CH2:1]([N:8]1[CH2:14][CH2:13][C:12](=[O:15])[N:11]([CH3:16])[C:10]2[CH:17]=[N:18][C:19](Cl)=[N:20][C:9]1=2)[C:2]1[CH:7]=[CH:6][CH:5]=[CH:4][CH:3]=1.[NH2:22][C:23]1[CH:31]=[CH:30][C:26]([C:27]([OH:29])=[O:28])=[CH:25][C:24]=1[O:32][CH3:33].C(O)C, predict the reaction product. The product is: [CH2:1]([N:8]1[CH2:14][CH2:13][C:12](=[O:15])[N:11]([CH3:16])[C:10]2[CH:17]=[N:18][C:19]([NH:22][C:23]3[CH:31]=[CH:30][C:26]([C:27]([OH:29])=[O:28])=[CH:25][C:24]=3[O:32][CH3:33])=[N:20][C:9]1=2)[C:2]1[CH:7]=[CH:6][CH:5]=[CH:4][CH:3]=1. (4) Given the reactants C[O:2][C:3](=[O:18])[C:4]1[CH:9]=[CH:8][CH:7]=[C:6]([CH:10]=[CH:11][C:12]2[CH:17]=[CH:16][CH:15]=[CH:14][CH:13]=2)[CH:5]=1.[OH-].[Na+].Cl, predict the reaction product. The product is: [CH:10]([C:6]1[CH:5]=[C:4]([CH:9]=[CH:8][CH:7]=1)[C:3]([OH:18])=[O:2])=[CH:11][C:12]1[CH:13]=[CH:14][CH:15]=[CH:16][CH:17]=1. (5) Given the reactants [Br:1][C:2]1[CH:3]=[CH:4][C:5]([NH:8][NH:9][C:10](=O)[C:11]([C:14]2[N:15]=[N:16][C:17]([Cl:20])=[CH:18][CH:19]=2)([F:13])[F:12])=[N:6][CH:7]=1.P(Cl)(Cl)(Cl)(Cl)Cl.O=P(Cl)(Cl)Cl, predict the reaction product. The product is: [Br:1][C:2]1[CH:3]=[CH:4][C:5]2[N:6]([C:10]([C:11]([C:14]3[N:15]=[N:16][C:17]([Cl:20])=[CH:18][CH:19]=3)([F:13])[F:12])=[N:9][N:8]=2)[CH:7]=1. (6) Given the reactants [CH3:1][C:2]1[N:3]=[CH:4][C:5]2[C:10]([CH:11]=1)=[C:9]([N+:12]([O-])=O)[CH:8]=[CH:7][CH:6]=2, predict the reaction product. The product is: [CH3:1][C:2]1[N:3]=[CH:4][C:5]2[C:10]([CH:11]=1)=[C:9]([NH2:12])[CH:8]=[CH:7][CH:6]=2. (7) The product is: [Br:1][C:2]1[CH:3]=[C:4]2[C:8](=[CH:9][CH:10]=1)[N:7]([CH2:6][C:16]([O:18][C:19]([CH3:22])([CH3:21])[CH3:20])=[O:17])[N:31]=[C:5]2[C:11](=[O:12])[NH2:13]. Given the reactants [Br:1][C:2]1[CH:3]=[C:4]2[C:8](=[CH:9][CH:10]=1)[NH:7][CH:6]=[C:5]2[C:11]([NH2:13])=[O:12].BrC[C:16]([O:18][C:19]([CH3:22])([CH3:21])[CH3:20])=[O:17].C(=O)([O-])[O-].[K+].[K+].C(#[N:31])C, predict the reaction product. (8) Given the reactants Cl[C:2]1[N:7]=[C:6]2[N:8]([CH2:21][O:22][CH2:23][CH2:24][Si:25]([CH3:28])([CH3:27])[CH3:26])[C:9]([O:11][C@H:12]3[C@H:16]4[O:17][CH2:18][C@@H:19]([OH:20])[C@H:15]4[O:14][CH2:13]3)=[N:10][C:5]2=[CH:4][C:3]=1[Cl:29].[NH:30]1[CH2:35][CH2:34][NH:33][CH2:32][CH2:31]1.C(=O)([O-])[O-].[Cs+].[Cs+], predict the reaction product. The product is: [Cl:29][C:3]1[CH:4]=[C:5]2[N:10]=[C:9]([O:11][C@H:12]3[C@H:16]4[O:17][CH2:18][C@@H:19]([OH:20])[C@H:15]4[O:14][CH2:13]3)[N:8]([CH2:21][O:22][CH2:23][CH2:24][Si:25]([CH3:28])([CH3:27])[CH3:26])[C:6]2=[N:7][C:2]=1[N:30]1[CH2:35][CH2:34][NH:33][CH2:32][CH2:31]1.